Dataset: Forward reaction prediction with 1.9M reactions from USPTO patents (1976-2016). Task: Predict the product of the given reaction. (1) Given the reactants [C:1]([C:3]1[C:26]([N+:27]([O-])=O)=[CH:25][CH:24]=[CH:23][C:4]=1[O:5][CH2:6][C@H:7]1[CH2:12][CH2:11][CH2:10][CH2:9][N:8]1[C:13]([NH:15][CH2:16][C:17]1[CH:22]=[CH:21][N:20]=[CH:19][CH:18]=1)=[O:14])#[N:2], predict the reaction product. The product is: [NH2:27][C:26]1[C:3]([C:1]#[N:2])=[C:4]([CH:23]=[CH:24][CH:25]=1)[O:5][CH2:6][C@H:7]1[CH2:12][CH2:11][CH2:10][CH2:9][N:8]1[C:13]([NH:15][CH2:16][C:17]1[CH:18]=[CH:19][N:20]=[CH:21][CH:22]=1)=[O:14]. (2) Given the reactants [CH3:1][O:2][C:3]1[C:11]([C:12]([F:15])([F:14])[F:13])=[CH:10][C:6]([C:7]([NH2:9])=[O:8])=[CH:5][C:4]=1[N+:16]([O-])=O.NC1C=CC(C(N)=O)=CC=1OC, predict the reaction product. The product is: [NH2:16][C:4]1[CH:5]=[C:6]([CH:10]=[C:11]([C:12]([F:13])([F:14])[F:15])[C:3]=1[O:2][CH3:1])[C:7]([NH2:9])=[O:8]. (3) Given the reactants [CH:1]1([NH:4][C:5]([C:7]2[C:15]3[CH:14]=[C:13]([C:16]4[C:21]([Cl:22])=[CH:20][N:19]=[C:18]([NH:23][CH2:24][CH2:25][CH2:26][N:27]5[CH2:32][CH2:31][N:30]([CH3:33])[CH2:29][CH2:28]5)[N:17]=4)[S:12][C:11]=3[C:10]([O:34]C)=[CH:9][CH:8]=2)=[O:6])[CH2:3][CH2:2]1.C(S)C.[H-].[Na+].Cl, predict the reaction product. The product is: [CH:1]1([NH:4][C:5]([C:7]2[C:15]3[CH:14]=[C:13]([C:16]4[C:21]([Cl:22])=[CH:20][N:19]=[C:18]([NH:23][CH2:24][CH2:25][CH2:26][N:27]5[CH2:28][CH2:29][N:30]([CH3:33])[CH2:31][CH2:32]5)[N:17]=4)[S:12][C:11]=3[C:10]([OH:34])=[CH:9][CH:8]=2)=[O:6])[CH2:2][CH2:3]1. (4) Given the reactants C[O:2][C:3]([C:5]1[N:6]=[N:7][C:8]([Cl:18])=[CH:9][C:10]=1[NH:11][C:12]1[CH:16]=[CH:15][N:14]([CH3:17])[N:13]=1)=O.[NH3:19], predict the reaction product. The product is: [Cl:18][C:8]1[N:7]=[N:6][C:5]([C:3]([NH2:19])=[O:2])=[C:10]([NH:11][C:12]2[CH:16]=[CH:15][N:14]([CH3:17])[N:13]=2)[CH:9]=1. (5) Given the reactants [O:1]=[C:2]1[CH:7]([NH:8][C:9]([O:11]CC2C=CC=CC=2)=O)[CH2:6][CH:5]([O:19][C:20](=[O:22])[CH3:21])[C:4](=[O:23])[NH:3]1.[N+:24]([C:27]1[CH:37]=[CH:36][CH:35]=[C:29]2C([O:32][C:33](=O)[C:28]=12)=O)([O-:26])=[O:25], predict the reaction product. The product is: [N+:24]([C:27]1[CH:37]=[CH:36][CH:35]=[C:29]2[C:28]=1[C:33](=[O:32])[N:8]([CH:7]1[CH2:6][CH:5]([O:19][C:20](=[O:22])[CH3:21])[C:4](=[O:23])[NH:3][C:2]1=[O:1])[C:9]2=[O:11])([O-:26])=[O:25]. (6) Given the reactants [CH3:1][C:2]1([CH3:22])[CH2:7][O:6][C:5]([CH2:14][S:15][CH2:16][C:17]([O:19]CC)=[O:18])([C:8]2[CH:13]=[CH:12][CH:11]=[CH:10][CH:9]=2)[O:4][CH2:3]1.[Li+].[OH-], predict the reaction product. The product is: [CH3:1][C:2]1([CH3:22])[CH2:7][O:6][C:5]([CH2:14][S:15][CH2:16][C:17]([OH:19])=[O:18])([C:8]2[CH:13]=[CH:12][CH:11]=[CH:10][CH:9]=2)[O:4][CH2:3]1.